From a dataset of Forward reaction prediction with 1.9M reactions from USPTO patents (1976-2016). Predict the product of the given reaction. (1) The product is: [Cl:60][C:61]1[CH:66]=[CH:65][CH:64]=[CH:63][C:62]=1[NH:67][CH:68]1[CH2:73][CH2:72][N:71]([C:24](=[O:26])[CH2:23][NH:22][C:20]([C:17]2[CH:16]=[C:15]([C:10]3[CH:11]=[CH:12][CH:13]=[CH:14][C:9]=3[O:8][CH2:1][C:2]3[CH:7]=[CH:6][CH:5]=[CH:4][CH:3]=3)[O:19][N:18]=2)=[O:21])[CH2:70][CH2:69]1. Given the reactants [CH2:1]([O:8][C:9]1[CH:14]=[CH:13][CH:12]=[CH:11][C:10]=1[C:15]1[O:19][N:18]=[C:17]([C:20]([NH:22][CH2:23][C:24]([OH:26])=O)=[O:21])[CH:16]=1)[C:2]1[CH:7]=[CH:6][CH:5]=[CH:4][CH:3]=1.CCN(C(C)C)C(C)C.C1C=CC2N(O)N=NC=2C=1.CCN=C=NCCCN(C)C.Cl.Cl.Cl.[Cl:60][C:61]1[CH:66]=[CH:65][CH:64]=[CH:63][C:62]=1[NH:67][CH:68]1[CH2:73][CH2:72][NH:71][CH2:70][CH2:69]1, predict the reaction product. (2) Given the reactants [I:1][C:2]1[CH:7]=[CH:6][C:5]([CH:8]([NH:13]S(C(C)(C)C)=O)[CH2:9][CH:10]([CH3:12])[CH3:11])=[CH:4][CH:3]=1.[ClH:20].O1CCOCC1, predict the reaction product. The product is: [ClH:20].[I:1][C:2]1[CH:3]=[CH:4][C:5]([CH:8]([NH2:13])[CH2:9][CH:10]([CH3:11])[CH3:12])=[CH:6][CH:7]=1.